From a dataset of Forward reaction prediction with 1.9M reactions from USPTO patents (1976-2016). Predict the product of the given reaction. (1) Given the reactants [Cl:1][C:2]1[N:7]=[C:6]2[NH:8][N:9]=[C:10]([I:11])[C:5]2=[C:4]([N:12]2[CH2:17][CH2:16][O:15][CH2:14][CH2:13]2)[N:3]=1.C(=O)([O-])[O-].[K+].[K+].[CH2:24](I)[CH3:25].O, predict the reaction product. The product is: [Cl:1][C:2]1[N:7]=[C:6]2[N:8]([CH2:24][CH3:25])[N:9]=[C:10]([I:11])[C:5]2=[C:4]([N:12]2[CH2:13][CH2:14][O:15][CH2:16][CH2:17]2)[N:3]=1. (2) The product is: [C:11]([O:15][C:16]([N:18]1[C:22]2=[N:23][CH:24]=[C:25]([O:10][CH:7]3[CH2:8][CH2:9][N:4]([CH:1]4[CH2:3][CH2:2]4)[CH2:5][CH2:6]3)[CH:26]=[C:21]2[CH:20]=[C:19]1[C:28]([N:30]1[CH2:35][CH2:34][O:33][CH2:32][CH2:31]1)=[O:29])=[O:17])([CH3:14])([CH3:12])[CH3:13]. Given the reactants [CH:1]1([N:4]2[CH2:9][CH2:8][CH:7]([OH:10])[CH2:6][CH2:5]2)[CH2:3][CH2:2]1.[C:11]([O:15][C:16]([N:18]1[C:22]2=[N:23][CH:24]=[C:25](O)[CH:26]=[C:21]2[CH:20]=[C:19]1[C:28]([N:30]1[CH2:35][CH2:34][O:33][CH2:32][CH2:31]1)=[O:29])=[O:17])([CH3:14])([CH3:13])[CH3:12].C1(P(C2C=CC=CC=2)C2C=CC=CC=2)C=CC=CC=1.N(C(OC(C)C)=O)=NC(OC(C)C)=O, predict the reaction product. (3) Given the reactants [C:1]([O:5][C:6](=[O:26])[N:7]([CH3:25])[C@H:8]([C:10](=[O:24])[NH:11][C@@H:12]1[C:18](=[O:19])[NH:17][C:16]2[CH:20]=[CH:21][CH:22]=[CH:23][C:15]=2[CH2:14][CH2:13]1)[CH3:9])([CH3:4])([CH3:3])[CH3:2].[Br:27][C:28]1[CH:29]=[C:30]2[C:35](=[CH:36][CH:37]=1)[C:34]([CH2:38]Cl)=[C:33]([O:40][CH3:41])[CH:32]=[CH:31]2, predict the reaction product. The product is: [C:1]([O:5][C:6](=[O:26])[N:7]([C@H:8]([C:10](=[O:24])[NH:11][C@@H:12]1[C:18](=[O:19])[N:17]([CH2:38][C:34]2[C:35]3[C:30](=[CH:29][C:28]([Br:27])=[CH:37][CH:36]=3)[CH:31]=[CH:32][C:33]=2[O:40][CH3:41])[C:16]2[CH:20]=[CH:21][CH:22]=[CH:23][C:15]=2[CH2:14][CH2:13]1)[CH3:9])[CH3:25])([CH3:4])([CH3:2])[CH3:3]. (4) Given the reactants [Cl:1][C:2]1[C:11]2[C:6](=[CH:7][CH:8]=[CH:9][CH:10]=2)[CH:5]=[CH:4][C:3]=1[NH:12]C(=O)C.C([O-])([O-])=O.[Na+].[Na+], predict the reaction product. The product is: [Cl:1][C:2]1[C:11]2[C:6](=[CH:7][CH:8]=[CH:9][CH:10]=2)[CH:5]=[CH:4][C:3]=1[NH2:12]. (5) Given the reactants I[C:2]1[C:10]2[O:9][C:8](=[O:11])[N:7]([CH2:12][O:13][CH2:14][CH2:15][Si:16]([CH3:19])([CH3:18])[CH3:17])[C:6]=2[CH:5]=[C:4]([N+:20]([O-:22])=[O:21])[CH:3]=1.[C:23]([C:25]1[CH:26]=[C:27]([NH:31][C:32](=[O:38])[O:33][C:34]([CH3:37])([CH3:36])[CH3:35])[CH:28]=[CH:29][CH:30]=1)#[CH:24], predict the reaction product. The product is: [N+:20]([C:4]1[CH:3]=[C:2]([C:24]#[C:23][C:25]2[CH:26]=[C:27]([NH:31][C:32](=[O:38])[O:33][C:34]([CH3:36])([CH3:35])[CH3:37])[CH:28]=[CH:29][CH:30]=2)[C:10]2[O:9][C:8](=[O:11])[N:7]([CH2:12][O:13][CH2:14][CH2:15][Si:16]([CH3:19])([CH3:18])[CH3:17])[C:6]=2[CH:5]=1)([O-:22])=[O:21]. (6) Given the reactants Br[CH2:2][C:3]([C:5]1[CH:10]=[CH:9][CH:8]=[C:7]([C:11]([F:14])([F:13])[F:12])[CH:6]=1)=[O:4].[N-:15]=[N+]=[N-].[Na+].C1(P(C2C=CC=CC=2)C2C=CC=CC=2)C=CC=CC=1.O.[C:39]1([CH3:49])[CH:44]=[CH:43][C:42]([S:45]([OH:48])(=[O:47])=[O:46])=[CH:41][CH:40]=1, predict the reaction product. The product is: [NH2:15][CH2:2][C:3]([C:5]1[CH:10]=[CH:9][CH:8]=[C:7]([C:11]([F:14])([F:13])[F:12])[CH:6]=1)=[O:4].[CH3:49][C:39]1[CH:44]=[CH:43][C:42]([S:45]([OH:48])(=[O:47])=[O:46])=[CH:41][CH:40]=1.